Task: Regression/Classification. Given a drug SMILES string, predict its absorption, distribution, metabolism, or excretion properties. Task type varies by dataset: regression for continuous measurements (e.g., permeability, clearance, half-life) or binary classification for categorical outcomes (e.g., BBB penetration, CYP inhibition). Dataset: b3db_classification.. Dataset: Blood-brain barrier permeability classification from the B3DB database (1) The molecule is CC[C@]1(c2cccc(O)c2)CCCCN(C)C1. The result is 1 (penetrates BBB). (2) The molecule is O=C(Cc1ccc(Cl)c(Cl)c1)N1CCn2ncnc2[C@H]1CN1CCCC1. The result is 1 (penetrates BBB).